The task is: Binary Classification. Given a T-cell receptor sequence (or CDR3 region) and an epitope sequence, predict whether binding occurs between them.. This data is from TCR-epitope binding with 47,182 pairs between 192 epitopes and 23,139 TCRs. (1) The epitope is GTSGSPIIDK. The TCR CDR3 sequence is CASSERSNEQFF. Result: 0 (the TCR does not bind to the epitope). (2) The epitope is LEPLVDLPI. The TCR CDR3 sequence is CASSPGASASSYNEQFF. Result: 1 (the TCR binds to the epitope).